This data is from Catalyst prediction with 721,799 reactions and 888 catalyst types from USPTO. The task is: Predict which catalyst facilitates the given reaction. Reactant: C[O:2][C:3]([C:5]1([CH2:10][CH2:11][CH2:12][CH2:13][Cl:14])[CH2:9][CH2:8][CH2:7][CH2:6]1)=[O:4].[OH-].[Na+].C1C[O:20][CH2:19]C1. Product: [Cl:14][CH2:13][CH2:12][CH2:11][CH2:10][C:5]1([C:3]([OH:4])=[O:2])[CH2:6][CH2:7][CH2:8][CH2:9]1.[CH3:19][O:20][CH2:13][CH2:12][CH2:11][CH2:10][C:5]1([C:3]([OH:2])=[O:4])[CH2:9][CH2:8][CH2:7][CH2:6]1. The catalyst class is: 5.